This data is from NCI-60 drug combinations with 297,098 pairs across 59 cell lines. The task is: Regression. Given two drug SMILES strings and cell line genomic features, predict the synergy score measuring deviation from expected non-interaction effect. (1) Drug 1: CC1=C(C(CCC1)(C)C)C=CC(=CC=CC(=CC(=O)O)C)C. Drug 2: CC1=C(N=C(N=C1N)C(CC(=O)N)NCC(C(=O)N)N)C(=O)NC(C(C2=CN=CN2)OC3C(C(C(C(O3)CO)O)O)OC4C(C(C(C(O4)CO)O)OC(=O)N)O)C(=O)NC(C)C(C(C)C(=O)NC(C(C)O)C(=O)NCCC5=NC(=CS5)C6=NC(=CS6)C(=O)NCCC[S+](C)C)O. Cell line: TK-10. Synergy scores: CSS=14.1, Synergy_ZIP=-4.57, Synergy_Bliss=-0.249, Synergy_Loewe=-9.81, Synergy_HSA=0.444. (2) Drug 1: C1=CC(=C2C(=C1NCCNCCO)C(=O)C3=C(C=CC(=C3C2=O)O)O)NCCNCCO. Drug 2: CCCCCOC(=O)NC1=NC(=O)N(C=C1F)C2C(C(C(O2)C)O)O. Cell line: K-562. Synergy scores: CSS=50.5, Synergy_ZIP=5.11, Synergy_Bliss=6.24, Synergy_Loewe=-40.9, Synergy_HSA=6.42. (3) Drug 1: CS(=O)(=O)C1=CC(=C(C=C1)C(=O)NC2=CC(=C(C=C2)Cl)C3=CC=CC=N3)Cl. Drug 2: CC1=C(N=C(N=C1N)C(CC(=O)N)NCC(C(=O)N)N)C(=O)NC(C(C2=CN=CN2)OC3C(C(C(C(O3)CO)O)O)OC4C(C(C(C(O4)CO)O)OC(=O)N)O)C(=O)NC(C)C(C(C)C(=O)NC(C(C)O)C(=O)NCCC5=NC(=CS5)C6=NC(=CS6)C(=O)NCCC[S+](C)C)O. Cell line: SK-MEL-2. Synergy scores: CSS=-6.60, Synergy_ZIP=-1.33, Synergy_Bliss=-5.10, Synergy_Loewe=-15.0, Synergy_HSA=-9.80. (4) Drug 1: CC1OCC2C(O1)C(C(C(O2)OC3C4COC(=O)C4C(C5=CC6=C(C=C35)OCO6)C7=CC(=C(C(=C7)OC)O)OC)O)O. Drug 2: C#CCC(CC1=CN=C2C(=N1)C(=NC(=N2)N)N)C3=CC=C(C=C3)C(=O)NC(CCC(=O)O)C(=O)O. Cell line: HOP-62. Synergy scores: CSS=21.4, Synergy_ZIP=-4.89, Synergy_Bliss=-4.20, Synergy_Loewe=-2.76, Synergy_HSA=-3.24. (5) Drug 1: CNC(=O)C1=NC=CC(=C1)OC2=CC=C(C=C2)NC(=O)NC3=CC(=C(C=C3)Cl)C(F)(F)F. Drug 2: CC(C)CN1C=NC2=C1C3=CC=CC=C3N=C2N. Cell line: DU-145. Synergy scores: CSS=-1.60, Synergy_ZIP=0.531, Synergy_Bliss=-4.07, Synergy_Loewe=-7.60, Synergy_HSA=-6.94. (6) Drug 1: C1=NC2=C(N1)C(=S)N=CN2. Drug 2: C1=NC2=C(N=C(N=C2N1C3C(C(C(O3)CO)O)F)Cl)N. Cell line: T-47D. Synergy scores: CSS=1.32, Synergy_ZIP=0.602, Synergy_Bliss=3.59, Synergy_Loewe=-1.08, Synergy_HSA=0.686. (7) Drug 1: C1=CN(C(=O)N=C1N)C2C(C(C(O2)CO)O)O.Cl. Drug 2: C1=NC2=C(N=C(N=C2N1C3C(C(C(O3)CO)O)F)Cl)N. Cell line: SF-268. Synergy scores: CSS=2.65, Synergy_ZIP=-2.29, Synergy_Bliss=-1.70, Synergy_Loewe=-3.50, Synergy_HSA=-2.83. (8) Cell line: MDA-MB-435. Drug 2: C1=CN(C=N1)CC(O)(P(=O)(O)O)P(=O)(O)O. Synergy scores: CSS=0.115, Synergy_ZIP=1.59, Synergy_Bliss=3.32, Synergy_Loewe=-2.27, Synergy_HSA=0.255. Drug 1: CNC(=O)C1=CC=CC=C1SC2=CC3=C(C=C2)C(=NN3)C=CC4=CC=CC=N4.